This data is from Forward reaction prediction with 1.9M reactions from USPTO patents (1976-2016). The task is: Predict the product of the given reaction. (1) Given the reactants [C:1]1(=[O:6])[CH2:5][CH2:4][CH:3]=[CH:2]1.Cl[Si](C)(C)C.[CH:12]([Mg]Br)([CH3:14])[CH3:13], predict the reaction product. The product is: [CH:12]([CH:3]1[CH2:4][CH2:5][C:1](=[O:6])[CH2:2]1)([CH3:14])[CH3:13]. (2) Given the reactants [CH2:1]([N:3]1[CH2:8][CH2:7][N:6]([C:9]([C@@H:11]2[CH2:14][C@H:13]([NH:15]C(=O)OCC3C=CC=CC=3)[C:12]2([CH3:27])[CH3:26])=[O:10])[CH2:5][CH2:4]1)[CH3:2], predict the reaction product. The product is: [NH2:15][C@H:13]1[CH2:14][C@@H:11]([C:9]([N:6]2[CH2:5][CH2:4][N:3]([CH2:1][CH3:2])[CH2:8][CH2:7]2)=[O:10])[C:12]1([CH3:26])[CH3:27]. (3) Given the reactants [CH:1]1([N:6]2[C:11]3[N:12]=[C:13](S(C)=O)[N:14]=[CH:15][C:10]=3[CH:9]=[C:8]([CH2:19][C:20]3[S:21][CH:22]=[CH:23][N:24]=3)[C:7]2=[O:25])[CH2:5][CH2:4][CH2:3][CH2:2]1.[C:26]([O:30][C:31]([N:33]1[CH2:38][CH2:37][N:36]([C:39]2[CH:44]=[CH:43][C:42]([NH2:45])=[CH:41][CH:40]=2)[CH2:35][CH2:34]1)=[O:32])([CH3:29])([CH3:28])[CH3:27], predict the reaction product. The product is: [C:26]([O:30][C:31]([N:33]1[CH2:38][CH2:37][N:36]([C:39]2[CH:40]=[CH:41][C:42]([NH:45][C:13]3[N:14]=[CH:15][C:10]4[CH:9]=[C:8]([CH2:19][C:20]5[S:21][CH:22]=[CH:23][N:24]=5)[C:7](=[O:25])[N:6]([CH:1]5[CH2:5][CH2:4][CH2:3][CH2:2]5)[C:11]=4[N:12]=3)=[CH:43][CH:44]=2)[CH2:35][CH2:34]1)=[O:32])([CH3:29])([CH3:27])[CH3:28].